From a dataset of Full USPTO retrosynthesis dataset with 1.9M reactions from patents (1976-2016). Predict the reactants needed to synthesize the given product. (1) Given the product [CH3:1][O:2][C:3]1[S:21][C:6]2[N:7]([CH2:24][C:25]3[CH:30]=[CH:29][C:28]([C:31]4[CH:36]=[CH:35][CH:34]=[CH:33][C:32]=4[C:37]4[NH:41][C:40](=[O:47])[O:39][N:38]=4)=[CH:27][CH:26]=3)[C:8](=[O:20])[N:9]([CH2:12][CH2:13][N:14]3[CH2:15][CH2:16][O:17][CH2:18][CH2:19]3)[C:10](=[O:11])[C:5]=2[C:4]=1[CH3:22], predict the reactants needed to synthesize it. The reactants are: [CH3:1][O:2][C:3]1[S:21][C:6]2[NH:7][C:8](=[O:20])[N:9]([CH2:12][CH2:13][N:14]3[CH2:19][CH2:18][O:17][CH2:16][CH2:15]3)[C:10](=[O:11])[C:5]=2[C:4]=1[CH3:22].Br[CH2:24][C:25]1[CH:30]=[CH:29][C:28]([C:31]2[CH:36]=[CH:35][CH:34]=[CH:33][C:32]=2[C:37]2[N:41]=[C:40](C(Cl)(Cl)Cl)[O:39][N:38]=2)=[CH:27][CH:26]=1.C(=O)([O-])[O-:47].[K+].[K+].CN(C)C=O. (2) Given the product [CH:19]([N:18]1[C:14]([C:12]2[N:13]=[C:6]3[C:5]4[CH:23]=[CH:24][C:2]([CH2:34][C:33]([O:35][CH3:36])=[O:32])=[CH:3][C:4]=4[O:10][CH2:9][CH2:8][N:7]3[CH:11]=2)=[N:15][CH:16]=[N:17]1)([CH3:21])[CH3:20], predict the reactants needed to synthesize it. The reactants are: Br[C:2]1[CH:24]=[CH:23][C:5]2[C:6]3[N:7]([CH:11]=[C:12]([C:14]4[N:18]([CH:19]([CH3:21])[CH3:20])[N:17]=[C:16](C)[N:15]=4)[N:13]=3)[CH2:8][CH2:9][O:10][C:4]=2[CH:3]=1.[Si]([O:32][C:33]([O:35][CH3:36])=[CH2:34])(C(C)(C)C)(C)C.C([Sn](F)(CCCC)CCCC)CCC. (3) Given the product [F:23][C:2]([F:1])([F:22])[C:3]1[CH:8]=[CH:7][CH:6]=[CH:5][C:4]=1[C:9]1[CH:21]=[C:12]2[N:13]=[CH:14][CH:15]=[C:16]([C:17]([OH:19])=[O:18])[N:11]2[N:10]=1, predict the reactants needed to synthesize it. The reactants are: [F:1][C:2]([F:23])([F:22])[C:3]1[CH:8]=[CH:7][CH:6]=[CH:5][C:4]=1[C:9]1[CH:21]=[C:12]2[N:13]=[CH:14][CH:15]=[C:16]([C:17]([O:19]C)=[O:18])[N:11]2[N:10]=1.[OH-].[Na+]. (4) Given the product [CH3:28][C:8]1([CH3:29])[C:7]2[C:12](=[CH:13][CH:14]=[C:5]([C:3]([OH:4])=[O:2])[CH:6]=2)[NH:11][CH:10]([C:15]2[CH:20]=[CH:19][CH:18]=[C:17]([N:21]3[CH2:26][CH2:25][N:24]([CH3:27])[CH2:23][CH2:22]3)[CH:16]=2)[CH2:9]1, predict the reactants needed to synthesize it. The reactants are: C[O:2][C:3]([C:5]1[CH:6]=[C:7]2[C:12](=[CH:13][CH:14]=1)[NH:11][CH:10]([C:15]1[CH:20]=[CH:19][CH:18]=[C:17]([N:21]3[CH2:26][CH2:25][N:24]([CH3:27])[CH2:23][CH2:22]3)[CH:16]=1)[CH2:9][C:8]2([CH3:29])[CH3:28])=[O:4].[OH-].[Na+].Cl. (5) Given the product [Br:1][C:2]1[CH:3]=[C:4]([C:10]([O:12][CH3:13])=[O:11])[N:5]([C:19]([O:18][C:15]([CH3:17])([CH3:16])[CH3:14])=[O:20])[C:6]=1[CH:7]([CH3:9])[CH3:8], predict the reactants needed to synthesize it. The reactants are: [Br:1][C:2]1[CH:3]=[C:4]([C:10]([O:12][CH3:13])=[O:11])[NH:5][C:6]=1[CH:7]([CH3:9])[CH3:8].[CH3:14][C:15]([O:18][C:19](O[C:19]([O:18][C:15]([CH3:17])([CH3:16])[CH3:14])=[O:20])=[O:20])([CH3:17])[CH3:16].